This data is from Forward reaction prediction with 1.9M reactions from USPTO patents (1976-2016). The task is: Predict the product of the given reaction. (1) The product is: [F:8][C:6]1[CH:5]=[C:4]([C:9]2([CH3:16])[NH:13][C:12](=[O:14])[N:11]([CH2:29][C:28]3[CH:31]=[CH:32][C:25]([O:24][CH3:23])=[CH:26][CH:27]=3)[C:10]2=[O:15])[CH:3]=[C:2]([F:1])[CH:7]=1. Given the reactants [F:1][C:2]1[CH:3]=[C:4]([C:9]2([CH3:16])[NH:13][C:12](=[O:14])[NH:11][C:10]2=[O:15])[CH:5]=[C:6]([F:8])[CH:7]=1.C(=O)([O-])[O-].[K+].[K+].[CH3:23][O:24][C:25]1[CH:32]=[CH:31][C:28]([CH2:29]Cl)=[CH:27][CH:26]=1, predict the reaction product. (2) Given the reactants [CH:1]([C:3]1[CH:8]=[C:7]([O:9][CH3:10])[CH:6]=[CH:5][C:4]=1B(O)O)=[O:2].Br[C:15]1[S:16][C:17]([CH3:20])=[CH:18][N:19]=1.C([O-])([O-])=O.[K+].[K+], predict the reaction product. The product is: [CH3:10][O:9][C:7]1[CH:6]=[CH:5][C:4]([C:15]2[S:16][C:17]([CH3:20])=[CH:18][N:19]=2)=[C:3]([CH:8]=1)[CH:1]=[O:2].